From a dataset of Full USPTO retrosynthesis dataset with 1.9M reactions from patents (1976-2016). Predict the reactants needed to synthesize the given product. (1) Given the product [NH2:1][C:2]1[C:7]([N:8]([CH3:34])[C:9](=[O:12])[O:10][CH3:11])=[C:6]([NH2:13])[N:5]=[C:4]([C:14]2[C:22]3[C:17](=[N:18][CH:19]=[CH:20][CH:21]=3)[N:16]([CH2:23][C:24]3[CH:29]=[CH:28][CH:27]=[CH:26][C:25]=3[F:30])[N:15]=2)[N:3]=1, predict the reactants needed to synthesize it. The reactants are: [NH2:1][C:2]1[C:7]([NH:8][C:9](=[O:12])[O:10][CH3:11])=[C:6]([NH2:13])[N:5]=[C:4]([C:14]2[C:22]3[C:17](=[N:18][CH:19]=[CH:20][CH:21]=3)[N:16]([CH2:23][C:24]3[CH:29]=[CH:28][CH:27]=[CH:26][C:25]=3[F:30])[N:15]=2)[N:3]=1.[H-].[Na+].I[CH3:34].[OH-].[K+]. (2) Given the product [OH:2][CH:3]1[CH2:6][N:5]([C:8]2[CH:13]=[CH:12][C:11]([N+:14]([O-:16])=[O:15])=[CH:10][N:9]=2)[CH2:4]1, predict the reactants needed to synthesize it. The reactants are: Cl.[OH:2][CH:3]1[CH2:6][NH:5][CH2:4]1.Cl[C:8]1[CH:13]=[CH:12][C:11]([N+:14]([O-:16])=[O:15])=[CH:10][N:9]=1.C(N(CC)CC)C.O. (3) Given the product [Cl:1][C:2]1[CH:3]=[CH:4][C:5]([C:8]2([C:13]([OH:15])=[O:14])[CH2:12][CH2:11][CH2:10][CH2:9]2)=[CH:6][CH:7]=1, predict the reactants needed to synthesize it. The reactants are: [Cl:1][C:2]1[CH:7]=[CH:6][C:5]([C:8]2([C:13]([O:15]C(C)(C)C)=[O:14])[CH2:12][CH2:11][CH2:10][CH2:9]2)=[CH:4][CH:3]=1.C(O)(C(F)(F)F)=O.